From a dataset of Reaction yield outcomes from USPTO patents with 853,638 reactions. Predict the reaction yield, written as a fraction of the theoretical maximum amount of product (1.0 means a 100% yield; for example, 0.34 means a 34% yield). (1) The reactants are NS(N)(=O)=O.Cl[CH2:7][CH2:8][CH2:9][S:10]([N:13]1[CH2:18][CH2:17][CH:16]([C:19]2[C:27]3[C:22](=[C:23]([C:34]([NH2:36])=[O:35])[CH:24]=[C:25]([C:28]4[CH:33]=[CH:32][CH:31]=[CH:30][CH:29]=4)[CH:26]=3)[NH:21][CH:20]=2)[CH2:15][CH2:14]1)(=[O:12])=[O:11].[NH:37]1[CH2:41][CH2:40][CH2:39][CH2:38]1.C([O-])([O-])=O.[K+].[K+].[Na+].[I-]. No catalyst specified. The product is [C:28]1([C:25]2[CH:26]=[C:27]3[C:22](=[C:23]([C:34]([NH2:36])=[O:35])[CH:24]=2)[NH:21][CH:20]=[C:19]3[CH:16]2[CH2:17][CH2:18][N:13]([S:10]([CH2:9][CH2:8][CH2:7][N:37]3[CH2:41][CH2:40][CH2:39][CH2:38]3)(=[O:12])=[O:11])[CH2:14][CH2:15]2)[CH:33]=[CH:32][CH:31]=[CH:30][CH:29]=1. The yield is 0.420. (2) The reactants are [CH2:1]([O:3][C:4](=[O:12])[C:5]1[CH:10]=[CH:9][C:8]([NH2:11])=[CH:7][CH:6]=1)[CH3:2].C(N(CC)CC)C.[N+:20]([C:23]1[CH:24]=[C:25]([CH:29]=[CH:30][CH:31]=1)[C:26](Cl)=[O:27])([O-:22])=[O:21]. The catalyst is ClCCl. The product is [CH2:1]([O:3][C:4](=[O:12])[C:5]1[CH:10]=[CH:9][C:8]([NH:11][C:26](=[O:27])[C:25]2[CH:29]=[CH:30][CH:31]=[C:23]([N+:20]([O-:22])=[O:21])[CH:24]=2)=[CH:7][CH:6]=1)[CH3:2]. The yield is 0.740. (3) The reactants are [CH2:1]([Si:4]([CH2:29][CH:30]=[CH2:31])([CH2:26][CH:27]=[CH2:28])[CH2:5][CH2:6][CH2:7][Si:8]([CH2:13][CH2:14][CH2:15][Si:16]([CH2:23][CH:24]=[CH2:25])([CH2:20][CH:21]=[CH2:22])[CH2:17][CH:18]=[CH2:19])([O:11][CH3:12])OC)[CH:2]=[CH2:3].[C:32]([Li])([CH3:35])([CH3:34])[CH3:33]. The catalyst is CCCCC. The product is [CH2:1]([Si:4]([CH2:29][CH:30]=[CH2:31])([CH2:26][CH:27]=[CH2:28])[CH2:5][CH2:6][CH2:7][Si:8]([CH2:13][CH2:14][CH2:15][Si:16]([CH2:17][CH:18]=[CH2:19])([CH2:20][CH:21]=[CH2:22])[CH2:23][CH:24]=[CH2:25])([C:32]([CH3:35])([CH3:34])[CH3:33])[O:11][CH3:12])[CH:2]=[CH2:3]. The yield is 0.850. (4) The reactants are Cl.[CH3:2][S:3][C:4]1[CH:9]=[CH:8][C:7]([CH:10]2[CH2:15][CH2:14][NH:13][CH2:12][CH2:11]2)=[CH:6][CH:5]=1.[CH3:16][C:17]([O:20][C:21](O[C:21]([O:20][C:17]([CH3:19])([CH3:18])[CH3:16])=[O:22])=[O:22])([CH3:19])[CH3:18].O. The catalyst is O1CCOCC1. The product is [C:17]([O:20][C:21]([N:13]1[CH2:14][CH2:15][CH:10]([C:7]2[CH:6]=[CH:5][C:4]([S:3][CH3:2])=[CH:9][CH:8]=2)[CH2:11][CH2:12]1)=[O:22])([CH3:19])([CH3:18])[CH3:16]. The yield is 0.840. (5) The reactants are [CH2:1]([C@H:8]1[CH2:13][CH2:12][N:11]([CH2:14][CH2:15][S:16]([C:19]2[CH:24]=[CH:23][C:22]([OH:25])=[CH:21][CH:20]=2)(=[O:18])=[O:17])[CH2:10][C@H:9]1[OH:26])[C:2]1[CH:7]=[CH:6][CH:5]=[CH:4][CH:3]=1.[C:27]([O:31][C:32]([N:34]([CH2:36][C:37]1[CH:45]=[CH:44][C:40]([C:41](O)=[O:42])=[CH:39][CH:38]=1)[CH3:35])=[O:33])([CH3:30])([CH3:29])[CH3:28]. No catalyst specified. The product is [CH2:1]([C@H:8]1[CH2:13][CH2:12][N:11]([CH2:14][CH2:15][S:16]([C:19]2[CH:24]=[CH:23][C:22]([O:25][C:41](=[O:42])[C:40]3[CH:39]=[CH:38][C:37]([CH2:36][N:34]([C:32]([O:31][C:27]([CH3:29])([CH3:28])[CH3:30])=[O:33])[CH3:35])=[CH:45][CH:44]=3)=[CH:21][CH:20]=2)(=[O:18])=[O:17])[CH2:10][C@H:9]1[OH:26])[C:2]1[CH:7]=[CH:6][CH:5]=[CH:4][CH:3]=1. The yield is 0.990. (6) The product is [C:8]([NH:2][CH2:3][C:4]([O:6][CH3:7])=[O:5])(=[O:11])[CH2:9][CH3:10]. The catalyst is CCOCC. The yield is 0.710. The reactants are Cl.[NH2:2][CH2:3][C:4]([O:6][CH3:7])=[O:5].[C:8](Cl)(=[O:11])[CH2:9][CH3:10].C([O-])([O-])=O.[K+].[K+]. (7) The reactants are [Si]([O:8][C:9]1[CH:10]=[CH:11][CH:12]=[C:13]2[C:18]=1[N:17]=[C:16]([C:19]1[N:23]3[CH:24]=[CH:25][C:26]([CH3:28])=[CH:27][C:22]3=[N:21][N:20]=1)[CH:15]=[CH:14]2)(C(C)(C)C)(C)C.O.[F-].C([N+](CCCC)(CCCC)CCCC)CCC. The catalyst is C1COCC1.[NH4+].[Cl-].CCOC(C)=O.O. The product is [CH3:28][C:26]1[CH:25]=[CH:24][N:23]2[C:19]([C:16]3[CH:15]=[CH:14][C:13]4[C:18](=[C:9]([OH:8])[CH:10]=[CH:11][CH:12]=4)[N:17]=3)=[N:20][N:21]=[C:22]2[CH:27]=1. The yield is 0.780. (8) The reactants are [Br:1][C:2]1[CH:3]=[CH:4][C:5]([C:8]([OH:10])=O)=[N:6][CH:7]=1.CN(C(ON1N=NC2C=CC=NC1=2)=[N+](C)C)C.F[P-](F)(F)(F)(F)F.C(N(CC)CC)C.[CH:42]([O:45][C@H:46]1[C:60]2[C:55](=[CH:56][CH:57]=[CH:58][CH:59]=2)[O:54][C:48]2([CH2:53][CH2:52][NH:51][CH2:50][CH2:49]2)[CH2:47]1)([CH3:44])[CH3:43]. The catalyst is CN(C=O)C. The product is [Br:1][C:2]1[CH:3]=[CH:4][C:5]([C:8]([N:51]2[CH2:52][CH2:53][C:48]3([CH2:47][C@@H:46]([O:45][CH:42]([CH3:44])[CH3:43])[C:60]4[C:55](=[CH:56][CH:57]=[CH:58][CH:59]=4)[O:54]3)[CH2:49][CH2:50]2)=[O:10])=[N:6][CH:7]=1. The yield is 0.770. (9) The catalyst is CS(C)=O.O. The yield is 0.990. The product is [Br:1][C:2]1[CH:3]=[N:4][C:5]([C:13]#[N:14])=[N:6][CH:7]=1. The reactants are [Br:1][C:2]1[CH:3]=[N:4][C:5](Cl)=[N:6][CH:7]=1.[C-]#N.[Na+].C1N2CC[N:14](CC2)[CH2:13]1.ClCCl.